Dataset: Peptide-MHC class II binding affinity with 134,281 pairs from IEDB. Task: Regression. Given a peptide amino acid sequence and an MHC pseudo amino acid sequence, predict their binding affinity value. This is MHC class II binding data. (1) The peptide sequence is GSHYKITGTATGVDM. The MHC is DRB1_0101 with pseudo-sequence DRB1_0101. The binding affinity (normalized) is 0.735. (2) The MHC is DRB1_0301 with pseudo-sequence DRB1_0301. The binding affinity (normalized) is 0.176. The peptide sequence is EKLKKVLEVYEARLS. (3) The binding affinity (normalized) is 0.613. The peptide sequence is LAECARRRLRTLVLA. The MHC is DRB3_0101 with pseudo-sequence DRB3_0101. (4) The peptide sequence is IIQGLKLMNSPEFHL. The MHC is HLA-DPA10201-DPB11401 with pseudo-sequence HLA-DPA10201-DPB11401. The binding affinity (normalized) is 0.191.